Dataset: Full USPTO retrosynthesis dataset with 1.9M reactions from patents (1976-2016). Task: Predict the reactants needed to synthesize the given product. Given the product [CH3:21][C:12]([C:5]1[CH:6]=[CH:7][C:8]([NH2:9])=[C:3]([O:2][CH3:1])[CH:4]=1)([CH3:20])[CH2:13][N:14]1[CH2:19][CH2:18][O:17][CH2:16][CH2:15]1, predict the reactants needed to synthesize it. The reactants are: [CH3:1][O:2][C:3]1[CH:4]=[C:5]([C:12]([CH3:21])([CH3:20])[CH2:13][N:14]2[CH2:19][CH2:18][O:17][CH2:16][CH2:15]2)[CH:6]=[CH:7][C:8]=1[N+:9]([O-])=O.